This data is from Reaction yield outcomes from USPTO patents with 853,638 reactions. The task is: Predict the reaction yield, written as a fraction of the theoretical maximum amount of product (1.0 means a 100% yield; for example, 0.34 means a 34% yield). The reactants are [C:1]12([C:7]3[CH:12]=[CH:11][C:10]([N:13]4[CH2:17][C@H:16]([CH2:18][NH:19][C:20](=[O:22])[CH3:21])[O:15][C:14]4=[O:23])=[CH:9][CH:8]=3)[CH2:6][CH:5]1[CH2:4][NH:3][CH2:2]2.[O:24]=[C:25]([C:29]1[O:30][CH:31]=[CH:32][CH:33]=1)[C:26](O)=[O:27].C(Cl)CCl.C1C=CC2N(O)N=NC=2C=1.CN1CCOCC1. The catalyst is CN(C=O)C. The product is [O:30]1[CH:31]=[CH:32][CH:33]=[C:29]1[C:25](=[O:24])[C:26]([N:3]1[CH2:4][CH:5]2[C:1]([C:7]3[CH:8]=[CH:9][C:10]([N:13]4[CH2:17][C@H:16]([CH2:18][NH:19][C:20](=[O:22])[CH3:21])[O:15][C:14]4=[O:23])=[CH:11][CH:12]=3)([CH2:6]2)[CH2:2]1)=[O:27]. The yield is 0.690.